This data is from Full USPTO retrosynthesis dataset with 1.9M reactions from patents (1976-2016). The task is: Predict the reactants needed to synthesize the given product. (1) Given the product [C:1]([O:5][C:6](=[O:18])[NH:7][CH2:8][CH2:9][C:10]1[CH:15]=[CH:14][C:13]([O:16][C:20]2[CH:25]=[CH:24][C:23]([C:26]([F:29])([F:28])[F:27])=[CH:22][N:21]=2)=[C:12]([Br:17])[CH:11]=1)([CH3:4])([CH3:2])[CH3:3], predict the reactants needed to synthesize it. The reactants are: [C:1]([O:5][C:6](=[O:18])[NH:7][CH2:8][CH2:9][C:10]1[CH:15]=[CH:14][C:13]([OH:16])=[C:12]([Br:17])[CH:11]=1)([CH3:4])([CH3:3])[CH3:2].Br[C:20]1[CH:25]=[CH:24][C:23]([C:26]([F:29])([F:28])[F:27])=[CH:22][N:21]=1.C(=O)([O-])[O-].[K+].[K+]. (2) Given the product [N:19]1[CH:24]=[CH:23][CH:22]=[C:21]([C:25]2[CH:33]=[C:32]3[C:28]([C:29]([NH:42][C:43](=[O:47])[CH2:44][CH2:45][CH3:46])=[N:30][NH:31]3)=[CH:27][CH:26]=2)[CH:20]=1, predict the reactants needed to synthesize it. The reactants are: [F-].C([N+](CCCC)(CCCC)CCCC)CCC.[N:19]1[CH:24]=[CH:23][CH:22]=[C:21]([C:25]2[CH:33]=[C:32]3[C:28]([C:29]([NH:42][C:43](=[O:47])[CH2:44][CH2:45][CH3:46])=[N:30][N:31]3COCC[Si](C)(C)C)=[CH:27][CH:26]=2)[CH:20]=1.C(OCC)(=O)C. (3) Given the product [CH3:24][N:25]([CH3:29])[CH2:26][CH2:27][NH:28][C:21]([C:17]1[C:18]2[C:13](=[N:12][C:11]3[C:20]([N:19]=2)=[C:7]2[N:6]=[CH:5][CH:4]=[C:3]([O:2][CH3:1])[C:8]2=[CH:9][CH:10]=3)[CH:14]=[CH:15][CH:16]=1)=[O:22], predict the reactants needed to synthesize it. The reactants are: [CH3:1][O:2][C:3]1[C:8]2=[CH:9][CH:10]=[C:11]3[C:20]([N:19]=[C:18]4[C:13]([CH:14]=[CH:15][CH:16]=[C:17]4[C:21](O)=[O:22])=[N:12]3)=[C:7]2[N:6]=[CH:5][CH:4]=1.[CH3:24][N:25]([CH3:29])[CH2:26][CH2:27][NH2:28]. (4) Given the product [CH3:14][O:1][C:2]1[CH:13]=[CH:12][C:5]2[CH2:6][CH2:7][CH2:8][CH2:9][C:10](=[O:11])[C:4]=2[CH:3]=1, predict the reactants needed to synthesize it. The reactants are: [OH:1][C:2]1[CH:13]=[CH:12][C:5]2[CH2:6][CH2:7][CH2:8][CH2:9][C:10](=[O:11])[C:4]=2[CH:3]=1.[C:14](=O)([O-])[O-].[K+].[K+].IC. (5) Given the product [F:1][C:2]1[CH:3]=[C:4]([CH:22]=[CH:23][C:24]=1[F:25])[CH2:5][O:6][C:7]1[CH:20]=[C:11]2[N:12]([CH2:16][C:17]([N:30]3[CH2:31][CH2:32][N:27]([CH3:26])[CH2:28][CH2:29]3)=[O:18])[CH2:13][CH2:14][CH2:15][N:10]2[C:9](=[O:21])[N:8]=1, predict the reactants needed to synthesize it. The reactants are: [F:1][C:2]1[CH:3]=[C:4]([CH:22]=[CH:23][C:24]=1[F:25])[CH2:5][O:6][C:7]1[CH:20]=[C:11]2[N:12]([CH2:16][C:17](O)=[O:18])[CH2:13][CH2:14][CH2:15][N:10]2[C:9](=[O:21])[N:8]=1.[CH3:26][N:27]1[CH2:32][CH2:31][NH:30][CH2:29][CH2:28]1.